This data is from Reaction yield outcomes from USPTO patents with 853,638 reactions. The task is: Predict the reaction yield, written as a fraction of the theoretical maximum amount of product (1.0 means a 100% yield; for example, 0.34 means a 34% yield). (1) The reactants are [CH3:1][C:2]1[C:7]2[C:8]([CH2:11]O)=[N:9][S:10][C:6]=2[CH:5]=[C:4]([CH3:13])[CH:3]=1.C1C=CC(P(C2C=CC=CC=2)C2C=CC=CC=2)=CC=1.C(Br)(Br)(Br)[Br:34]. The catalyst is C(Cl)Cl. The product is [Br:34][CH2:11][C:8]1[C:7]2[C:2]([CH3:1])=[CH:3][C:4]([CH3:13])=[CH:5][C:6]=2[S:10][N:9]=1. The yield is 0.680. (2) The reactants are C[O:2][C:3](=O)[C:4]1[CH:13]=[C:12]([O:14][CH2:15][CH2:16][CH2:17][CH2:18][CH2:19][CH2:20][CH2:21][CH2:22][CH2:23][CH2:24][CH2:25][CH2:26][CH2:27][CH2:28][CH2:29][CH3:30])[CH:11]=[C:6]([C:7](OC)=[O:8])[CH:5]=1.[H-].[Al+3].[Li+].[H-].[H-].[H-]. The catalyst is CCOCC. The product is [CH2:15]([O:14][C:12]1[CH:11]=[C:6]([CH2:7][OH:8])[CH:5]=[C:4]([CH2:3][OH:2])[CH:13]=1)[CH2:16][CH2:17][CH2:18][CH2:19][CH2:20][CH2:21][CH2:22][CH2:23][CH2:24][CH2:25][CH2:26][CH2:27][CH2:28][CH2:29][CH3:30]. The yield is 0.379. (3) The yield is 0.320. The reactants are O=C1N(C2CCNCC2)CC2C(=CC=CC=2)N1.Cl[C:19]1[C:27]2[NH:26][N:25]=[CH:24][C:23]=2[C:22]2[CH2:28][N:29]([CH2:54][C:55]([CH3:58])([CH3:57])[CH3:56])[C:30](=[O:53])[C@@H:31]([CH2:33][C:34](=[O:52])[N:35]3[CH2:40][CH2:39][CH:38]([N:41]4[CH2:50][C:49]5[C:44](=[CH:45][CH:46]=[CH:47][CH:48]=5)[NH:43][C:42]4=[O:51])[CH2:37][CH2:36]3)[CH2:32][C:21]=2[CH:20]=1. No catalyst specified. The product is [CH3:56][C:55]([CH3:58])([CH3:57])[CH2:54][N:29]1[CH2:28][C:22]2[C:23]3[CH:24]=[N:25][NH:26][C:27]=3[CH:19]=[CH:20][C:21]=2[CH2:32][C@H:31]([CH2:33][C:34](=[O:52])[N:35]2[CH2:36][CH2:37][CH:38]([N:41]3[CH2:50][C:49]4[C:44](=[CH:45][CH:46]=[CH:47][CH:48]=4)[NH:43][C:42]3=[O:51])[CH2:39][CH2:40]2)[C:30]1=[O:53]. (4) The reactants are [CH2:1]([O:8][C:9](=[O:22])[NH:10][CH2:11][CH2:12][C:13]#[C:14][C:15]1[CH:20]=[CH:19][C:18](I)=[CH:17][CH:16]=1)[C:2]1[CH:7]=[CH:6][CH:5]=[CH:4][CH:3]=1.CCN(CC)CC.[CH3:30][CH:31]([N:35]1[C:43](=[O:44])[C:42]2[C:37](=[CH:38][CH:39]=[CH:40][CH:41]=2)[C:36]1=[O:45])[CH2:32][C:33]#[CH:34]. The catalyst is C1COCC1.[Cu]I.Cl[Pd](Cl)([P](C1C=CC=CC=1)(C1C=CC=CC=1)C1C=CC=CC=1)[P](C1C=CC=CC=1)(C1C=CC=CC=1)C1C=CC=CC=1. The product is [CH2:1]([O:8][C:9](=[O:22])[NH:10][CH2:11][CH2:12][C:13]#[C:14][C:15]1[CH:20]=[CH:19][C:18]([C:34]#[C:33][CH2:32][CH:31]([N:35]2[C:36](=[O:45])[C:37]3[C:42](=[CH:41][CH:40]=[CH:39][CH:38]=3)[C:43]2=[O:44])[CH3:30])=[CH:17][CH:16]=1)[C:2]1[CH:7]=[CH:6][CH:5]=[CH:4][CH:3]=1. The yield is 0.920. (5) The reactants are [NH2:1][C:2]1[N:6]([C:7]2[CH:12]=[CH:11][CH:10]=[CH:9][CH:8]=2)[NH:5][C:4](=[O:13])[C:3]=1[CH3:14].C([O-])([O-])=O.[K+].[K+].Br[CH2:22][CH3:23].CCOC(C)=O. The catalyst is CN(C=O)C. The product is [CH2:22]([O:13][C:4]1[C:3]([CH3:14])=[C:2]([NH2:1])[N:6]([C:7]2[CH:12]=[CH:11][CH:10]=[CH:9][CH:8]=2)[N:5]=1)[CH3:23]. The yield is 0.470. (6) The reactants are [CH3:1][I:2].[C:3]12([CH2:13][CH2:14][N:15]([CH2:28][CH2:29][CH2:30][CH2:31][CH3:32])[C:16]([NH:18][CH2:19][CH2:20][CH2:21][C:22]3[CH:27]=[CH:26][N:25]=[CH:24][CH:23]=3)=[O:17])[CH2:12][CH:7]3[CH2:8][CH:9]([CH2:11][CH:5]([CH2:6]3)[CH2:4]1)[CH2:10]2. The catalyst is CC(C)=O. The product is [I-:2].[C:3]12([CH2:13][CH2:14][N:15]([CH2:28][CH2:29][CH2:30][CH2:31][CH3:32])[C:16](=[O:17])[NH:18][CH2:19][CH2:20][CH2:21][C:22]3[CH:23]=[CH:24][N+:25]([CH3:1])=[CH:26][CH:27]=3)[CH2:4][CH:5]3[CH2:6][CH:7]([CH2:8][CH:9]([CH2:11]3)[CH2:10]1)[CH2:12]2. The yield is 0.960.